From a dataset of NCI-60 drug combinations with 297,098 pairs across 59 cell lines. Regression. Given two drug SMILES strings and cell line genomic features, predict the synergy score measuring deviation from expected non-interaction effect. (1) Drug 1: CS(=O)(=O)C1=CC(=C(C=C1)C(=O)NC2=CC(=C(C=C2)Cl)C3=CC=CC=N3)Cl. Drug 2: C1CN(P(=O)(OC1)NCCCl)CCCl. Cell line: NCI-H226. Synergy scores: CSS=-0.946, Synergy_ZIP=-1.72, Synergy_Bliss=-1.20, Synergy_Loewe=-10.6, Synergy_HSA=-3.11. (2) Synergy scores: CSS=47.4, Synergy_ZIP=-3.13, Synergy_Bliss=-7.08, Synergy_Loewe=-11.8, Synergy_HSA=-6.17. Drug 1: CC1=C(N=C(N=C1N)C(CC(=O)N)NCC(C(=O)N)N)C(=O)NC(C(C2=CN=CN2)OC3C(C(C(C(O3)CO)O)O)OC4C(C(C(C(O4)CO)O)OC(=O)N)O)C(=O)NC(C)C(C(C)C(=O)NC(C(C)O)C(=O)NCCC5=NC(=CS5)C6=NC(=CS6)C(=O)NCCC[S+](C)C)O. Drug 2: C1C(C(OC1N2C=NC(=NC2=O)N)CO)O. Cell line: HCT-15. (3) Drug 1: CC(C1=C(C=CC(=C1Cl)F)Cl)OC2=C(N=CC(=C2)C3=CN(N=C3)C4CCNCC4)N. Drug 2: C1CC(C1)(C(=O)O)C(=O)O.[NH2-].[NH2-].[Pt+2]. Cell line: OVCAR-8. Synergy scores: CSS=7.56, Synergy_ZIP=-4.14, Synergy_Bliss=-2.08, Synergy_Loewe=-5.51, Synergy_HSA=-2.12. (4) Drug 1: CNC(=O)C1=CC=CC=C1SC2=CC3=C(C=C2)C(=NN3)C=CC4=CC=CC=N4. Drug 2: C1=NC2=C(N1)C(=S)N=C(N2)N. Cell line: NCI-H322M. Synergy scores: CSS=40.0, Synergy_ZIP=-1.27, Synergy_Bliss=3.80, Synergy_Loewe=1.65, Synergy_HSA=3.21.